Dataset: Forward reaction prediction with 1.9M reactions from USPTO patents (1976-2016). Task: Predict the product of the given reaction. (1) The product is: [CH3:1][C:2]1[N:3]([CH:20]2[CH2:21][CH2:22][CH2:23][CH2:24][O:19]2)[N:4]=[C:5]2[C:14]3[CH:13]=[C:12]([N+:15]([O-:17])=[O:16])[CH:11]=[CH:10][C:9]=3[NH:8][C:7](=[O:18])[C:6]=12. Given the reactants [CH3:1][C:2]1[NH:3][N:4]=[C:5]2[C:14]3[CH:13]=[C:12]([N+:15]([O-:17])=[O:16])[CH:11]=[CH:10][C:9]=3[NH:8][C:7](=[O:18])[C:6]=12.[O:19]1[CH:24]=[CH:23][CH2:22][CH2:21][CH2:20]1.C1(C)C=CC(S(O)(=O)=O)=CC=1, predict the reaction product. (2) The product is: [Cl:1][C:2]1[CH:3]=[CH:4][C:5]2[S:20][C:16]3[C:17](=[CH:18][CH:19]=[C:14]([O:13][CH3:12])[CH:15]=3)[C:7](=[O:9])[C:6]=2[CH:10]=1. Given the reactants [Cl:1][C:2]1[CH:3]=[CH:4][C:5](I)=[C:6]([CH:10]=1)[C:7]([OH:9])=O.[CH3:12][O:13][C:14]1[CH:15]=[C:16]([SH:20])[CH:17]=[CH:18][CH:19]=1, predict the reaction product. (3) Given the reactants [F:1][C:2]1[CH:10]=[N:9][CH:8]=[CH:7][C:3]=1[C:4]([OH:6])=O.ClC1N=C(OC)N=C(OC)[N:13]=1.CN1CCOCC1.[Cl:29][C:30]1[C:31]([C:40]2[CH:45]=[CH:44][C:43](N)=[CH:42][CH:41]=2)=[CH:32][C:33]2[O:37][C:36]([CH3:38])=[N:35][C:34]=2[CH:39]=1.C([O-])(O)=O.[Na+].CC(=O)OCC, predict the reaction product. The product is: [Cl:29][C:30]1[C:31]([C:40]2[CH:45]=[CH:44][CH:43]=[C:42]([NH:13][C:4]([C:3]3[CH:7]=[CH:8][N:9]=[CH:10][C:2]=3[F:1])=[O:6])[CH:41]=2)=[CH:32][C:33]2[O:37][C:36]([CH3:38])=[N:35][C:34]=2[CH:39]=1. (4) Given the reactants [Br:1][C:2]1[CH:10]=[CH:9][CH:8]=[C:7]2[C:3]=1[CH:4]=[N:5][NH:6]2.[CH2:11]([O:18][C:19]1[CH:24]=[CH:23][C:22](B(O)O)=[CH:21][C:20]=1[F:28])[C:12]1[CH:17]=[CH:16][CH:15]=[CH:14][CH:13]=1.N1C=CC=CC=1, predict the reaction product. The product is: [Br:1][C:2]1[CH:10]=[CH:9][CH:8]=[C:7]2[C:3]=1[CH:4]=[N:5][N:6]2[C:22]1[CH:23]=[CH:24][C:19]([O:18][CH2:11][C:12]2[CH:13]=[CH:14][CH:15]=[CH:16][CH:17]=2)=[C:20]([F:28])[CH:21]=1. (5) The product is: [NH2:77][C:2]1[CH:3]=[C:4]2[C:8](=[CH:9][CH:10]=1)[C:7](=[O:11])[N:6]([CH:12]1[CH2:17][CH2:16][CH2:15][CH2:14][CH2:13]1)[CH2:5]2. Given the reactants Br[C:2]1[CH:3]=[C:4]2[C:8](=[CH:9][CH:10]=1)[C:7](=[O:11])[N:6]([CH:12]1[CH2:17][CH2:16][CH2:15][CH2:14][CH2:13]1)[CH2:5]2.C1C=CC(P(C2C=CC3C(=CC=CC=3)C=2C2C3C(=CC=CC=3)C=CC=2P(C2C=CC=CC=2)C2C=CC=CC=2)C2C=CC=CC=2)=CC=1.C(=[NH:77])(C1C=CC=CC=1)C1C=CC=CC=1.CC(C)([O-])C.[Na+].Cl.[OH-].[Na+], predict the reaction product. (6) The product is: [CH2:1]([O:3][C:4](=[O:26])[C:5]([O:8][C:9]1[CH:14]=[CH:13][C:12]([O:15][C:16]2[CH:21]=[CH:20][C:19]([CH3:22])=[C:18]([CH2:23][NH2:24])[CH:17]=2)=[CH:11][C:10]=1[CH3:25])([CH3:6])[CH3:7])[CH3:2]. Given the reactants [CH2:1]([O:3][C:4](=[O:26])[C:5]([O:8][C:9]1[CH:14]=[CH:13][C:12]([O:15][C:16]2[CH:21]=[CH:20][C:19]([CH3:22])=[C:18]([C:23]#[N:24])[CH:17]=2)=[CH:11][C:10]=1[CH3:25])([CH3:7])[CH3:6])[CH3:2].[H][H], predict the reaction product. (7) Given the reactants [CH2:1]([C@H:8]([CH2:12][C:13]([O:15]C(C)(C)C)=[O:14])[C:9]([OH:11])=O)[C:2]1[CH:7]=[CH:6][CH:5]=[CH:4][CH:3]=1.[CH3:20][C:21]1[C:22]([C:26]2[N:27]=[C:28]([NH2:31])[S:29][CH:30]=2)=[N:23][O:24][N:25]=1, predict the reaction product. The product is: [CH2:1]([C@@H:8]([C:9]([NH:31][C:28]1[S:29][CH:30]=[C:26]([C:22]2[C:21]([CH3:20])=[N:25][O:24][N:23]=2)[N:27]=1)=[O:11])[CH2:12][C:13]([OH:15])=[O:14])[C:2]1[CH:3]=[CH:4][CH:5]=[CH:6][CH:7]=1.